This data is from Catalyst prediction with 721,799 reactions and 888 catalyst types from USPTO. The task is: Predict which catalyst facilitates the given reaction. (1) The catalyst class is: 52. Reactant: [Cl:1][CH2:2][C:3]([C:5]1[CH:9]=[C:8]([C:10](=[O:20])[C:11]2[CH:16]=[CH:15][C:14]([S:17]([CH3:19])=[O:18])=[CH:13][CH:12]=2)[N:7]([CH3:21])[CH:6]=1)=[O:4].[OH:22]O. Product: [Cl:1][CH2:2][C:3]([C:5]1[CH:9]=[C:8]([C:10](=[O:20])[C:11]2[CH:16]=[CH:15][C:14]([S:17]([CH3:19])(=[O:22])=[O:18])=[CH:13][CH:12]=2)[N:7]([CH3:21])[CH:6]=1)=[O:4]. (2) Reactant: [Br:1][C:2]1[CH:11]=[C:10]2[C:5]([C:6](Cl)=[C:7]([N+:12]([O-:14])=[O:13])[CH:8]=[N:9]2)=[CH:4][CH:3]=1.C(N(CC)CC)C.[CH2:23]([NH2:26])[CH2:24][NH2:25].[C:27](O[C:27]([O:29][C:30]([CH3:33])([CH3:32])[CH3:31])=[O:28])([O:29][C:30]([CH3:33])([CH3:32])[CH3:31])=[O:28]. Product: [Br:1][C:2]1[CH:11]=[C:10]2[C:5]([C:6]([NH:25][CH2:24][CH2:23][NH:26][C:27](=[O:28])[O:29][C:30]([CH3:33])([CH3:32])[CH3:31])=[C:7]([N+:12]([O-:14])=[O:13])[CH:8]=[N:9]2)=[CH:4][CH:3]=1. The catalyst class is: 146. (3) Reactant: N1C=CC=CC=1.[OH:7][NH:8][C:9](=[NH:26])[C:10]1[CH:15]=[CH:14][C:13]([C@H:16]([NH:18][C:19](=[O:25])[O:20][C:21]([CH3:24])([CH3:23])[CH3:22])[CH3:17])=[CH:12][CH:11]=1.[CH2:27]([C:31]1[CH:39]=[CH:38][C:34]([C:35](Cl)=O)=[CH:33][CH:32]=1)[CH:28]([CH3:30])[CH3:29]. Product: [CH2:27]([C:31]1[CH:32]=[CH:33][C:34]([C:35]2[O:7][N:8]=[C:9]([C:10]3[CH:11]=[CH:12][C:13]([C@H:16]([NH:18][C:19](=[O:25])[O:20][C:21]([CH3:22])([CH3:24])[CH3:23])[CH3:17])=[CH:14][CH:15]=3)[N:26]=2)=[CH:38][CH:39]=1)[CH:28]([CH3:30])[CH3:29]. The catalyst class is: 4. (4) Reactant: C([O:3][CH:4](OCC)[CH2:5][CH2:6][N:7]1[C:11]2[CH:12]=[C:13]([O:16][CH2:17][CH2:18][CH2:19][CH2:20][CH2:21][C:22]([O:24][CH3:25])=[O:23])[CH:14]=[CH:15][C:10]=2[N:9]=[C:8]1[C:26]1[CH:31]=[CH:30][C:29]([O:32][CH3:33])=[CH:28][CH:27]=1)C.Cl.C(=O)(O)[O-].[Na+]. Product: [CH3:25][O:24][C:22]([CH2:21][CH2:20][CH2:19][CH2:18][CH2:17][O:16][C:13]1[CH:14]=[CH:15][C:10]2[N:9]=[C:8]([C:26]3[CH:27]=[CH:28][C:29]([O:32][CH3:33])=[CH:30][CH:31]=3)[N:7]([CH2:6][CH2:5][CH:4]=[O:3])[C:11]=2[CH:12]=1)=[O:23]. The catalyst class is: 21. (5) Reactant: [OH:1][C:2]([C:5]1[CH:12]=[CH:11][C:8]([C:9]#[N:10])=[CH:7][CH:6]=1)([CH3:4])[CH3:3].[H-].[Al+3].[Li+].[H-].[H-].[H-]. Product: [NH2:10][CH2:9][C:8]1[CH:11]=[CH:12][C:5]([C:2]([OH:1])([CH3:3])[CH3:4])=[CH:6][CH:7]=1. The catalyst class is: 7. (6) Reactant: [CH:1]1([CH2:6][CH:7]([NH:21][C:22]2[CH:30]=[CH:29][C:25]([C:26]([OH:28])=O)=[CH:24][CH:23]=2)[C:8]2[CH:12]=[C:11]([C:13]3[CH:18]=[CH:17][CH:16]=[CH:15][CH:14]=3)[O:10][C:9]=2[CH2:19][CH3:20])C[CH2:4][CH2:3][CH2:2]1.[CH3:31][NH:32][CH2:33][CH2:34][C:35]([O:37]CC)=[O:36].Cl.C(N=C=NCCCN(C)C)C.O.OC1C2N=NNC=2C=CC=1. The catalyst class is: 842. Product: [CH:6]1([CH:7]([NH:21][C:22]2[CH:30]=[CH:29][C:25]([C:26]([N:32]([CH3:31])[CH2:33][CH2:34][C:35]([OH:37])=[O:36])=[O:28])=[CH:24][CH:23]=2)[C:8]2[CH:12]=[C:11]([C:13]3[CH:18]=[CH:17][CH:16]=[CH:15][CH:14]=3)[O:10][C:9]=2[CH2:19][CH3:20])[CH2:1][CH2:2][CH2:3][CH2:4]1.